Dataset: Forward reaction prediction with 1.9M reactions from USPTO patents (1976-2016). Task: Predict the product of the given reaction. (1) Given the reactants [N:1]([CH2:4][CH2:5][C:6]1[CH:7]=[C:8]([C:12]2[N:16]=[CH:15][N:14]([C:17]3[CH:22]=[CH:21][C:20]([O:23][C:24]([F:27])([F:26])[F:25])=[CH:19][CH:18]=3)[N:13]=2)[CH:9]=[CH:10][CH:11]=1)=[C:2]=[O:3].[CH3:28][O:29][C:30]1[CH:35]=[CH:34][C:33]([NH:36][C:37]([NH2:39])=[S:38])=[C:32]([CH3:40])[CH:31]=1, predict the reaction product. The product is: [CH3:28][O:29][C:30]1[CH:35]=[CH:34][C:33]([NH:36][C:37]([NH:39][C:2]([NH:1][CH2:4][CH2:5][C:6]2[CH:11]=[CH:10][CH:9]=[C:8]([C:12]3[N:16]=[CH:15][N:14]([C:17]4[CH:22]=[CH:21][C:20]([O:23][C:24]([F:26])([F:25])[F:27])=[CH:19][CH:18]=4)[N:13]=3)[CH:7]=2)=[O:3])=[S:38])=[C:32]([CH3:40])[CH:31]=1. (2) The product is: [F:19][C:20]([F:29])([F:30])[C:21]1[CH:28]=[CH:27][CH:26]=[CH:25][C:22]=1[CH:23]([OH:24])[C:32]([F:34])([F:33])[F:31]. Given the reactants [F-].C([N+](CCCC)(CCCC)CCCC)CCC.[F:19][C:20]([F:30])([F:29])[C:21]1[CH:28]=[CH:27][CH:26]=[CH:25][C:22]=1[CH:23]=[O:24].[F:31][C:32]([Si](C)(C)C)([F:34])[F:33].Cl, predict the reaction product. (3) Given the reactants O.O.O.O.O.[N+]([O-])([O-])=O.[Bi+3].[N+]([O-])([O-])=O.[N+]([O-])([O-])=O.[C:19](=[O:29])([O:21][CH2:22][C:23]1[CH:28]=[CH:27][CH:26]=[CH:25][CH:24]=1)[NH2:20].[C:30]1(=[O:36])[CH2:35][CH2:34][CH2:33][CH:32]=[CH:31]1, predict the reaction product. The product is: [CH2:22]([O:21][C:19](=[O:29])[NH:20][CH:32]1[CH2:33][CH2:34][CH2:35][C:30](=[O:36])[CH2:31]1)[C:23]1[CH:24]=[CH:25][CH:26]=[CH:27][CH:28]=1. (4) Given the reactants C(O[C:6]([N:8]1[CH2:13][CH2:12][CH:11]([C:14](=[O:35])[NH:15][CH:16]([CH2:26][CH2:27][CH2:28][C:29]2[CH:34]=[CH:33][CH:32]=[CH:31][CH:30]=2)[CH2:17][CH2:18][CH2:19][C:20]2[CH:25]=[CH:24][CH:23]=[CH:22][CH:21]=2)[CH2:10][CH:9]1C)=O)(C)(C)C.FC(F)(F)C(O)=O, predict the reaction product. The product is: [C:20]1([CH2:19][CH2:18][CH2:17][CH:16]([NH:15][C:14]([CH:11]2[CH2:12][CH2:13][N:8]([CH3:6])[CH2:9][CH2:10]2)=[O:35])[CH2:26][CH2:27][CH2:28][C:29]2[CH:30]=[CH:31][CH:32]=[CH:33][CH:34]=2)[CH:21]=[CH:22][CH:23]=[CH:24][CH:25]=1. (5) Given the reactants [NH2:1][C:2]1([C:15](=[O:56])[NH:16][CH2:17][CH2:18][CH2:19][N:20]2[C:28]3[C:23](=[CH:24][C:25]([CH2:29][N:30]4[CH2:35][CH2:34][N:33]([CH2:36][C:37]5[C:42]([Cl:43])=[CH:41][CH:40]=[CH:39][C:38]=5[Cl:44])[CH2:32][CH2:31]4)=[CH:26][CH:27]=3)[C:22]([C:45]3[CH:50]=[CH:49][C:48]([O:51][C:52]([F:55])([F:54])[F:53])=[CH:47][CH:46]=3)=[CH:21]2)[CH2:7][CH2:6][N:5](C(OC(C)(C)C)=O)[CH2:4][CH2:3]1, predict the reaction product. The product is: [NH2:1][C:2]1([C:15]([NH:16][CH2:17][CH2:18][CH2:19][N:20]2[C:28]3[C:23](=[CH:24][C:25]([CH2:29][N:30]4[CH2:31][CH2:32][N:33]([CH2:36][C:37]5[C:38]([Cl:44])=[CH:39][CH:40]=[CH:41][C:42]=5[Cl:43])[CH2:34][CH2:35]4)=[CH:26][CH:27]=3)[C:22]([C:45]3[CH:46]=[CH:47][C:48]([O:51][C:52]([F:53])([F:55])[F:54])=[CH:49][CH:50]=3)=[CH:21]2)=[O:56])[CH2:3][CH2:4][NH:5][CH2:6][CH2:7]1. (6) Given the reactants CS(C)=O.C(Cl)(=O)C(Cl)=O.[OH:11][CH2:12][C:13]1[CH:14]=[C:15]([N:19]([CH2:25][C:26]2[CH:27]=[N:28][CH:29]=[CH:30][CH:31]=2)[S:20]([CH2:23][CH3:24])(=[O:22])=[O:21])[CH:16]=[CH:17][CH:18]=1.N#N.C([O-])(O)=O.[Na+], predict the reaction product. The product is: [CH:12]([C:13]1[CH:14]=[C:15]([N:19]([CH2:25][C:26]2[CH:27]=[N:28][CH:29]=[CH:30][CH:31]=2)[S:20]([CH2:23][CH3:24])(=[O:22])=[O:21])[CH:16]=[CH:17][CH:18]=1)=[O:11]. (7) Given the reactants [Br:1][C:2]1[CH:3]=[CH:4][C:5]([O:9][CH3:10])=[C:6]([CH:8]=1)[NH2:7].[C:11](O[C:11]([O:13][C:14]([CH3:17])([CH3:16])[CH3:15])=[O:12])([O:13][C:14]([CH3:17])([CH3:16])[CH3:15])=[O:12], predict the reaction product. The product is: [Br:1][C:2]1[CH:3]=[CH:4][C:5]([O:9][CH3:10])=[C:6]([NH:7][C:11](=[O:12])[O:13][C:14]([CH3:17])([CH3:16])[CH3:15])[CH:8]=1. (8) Given the reactants [C:1]([O:5][C:6]([N:8]1[CH2:17][CH2:16][C:15]2[N:14]=[CH:13][C:12]([C:18]#[CH:19])=[CH:11][C:10]=2[CH2:9]1)=[O:7])([CH3:4])([CH3:3])[CH3:2].[CH2:20]([O:27][C:28]1[N:29]=[N:30][C:31](I)=[CH:32][CH:33]=1)[C:21]1[CH:26]=[CH:25][CH:24]=[CH:23][CH:22]=1, predict the reaction product. The product is: [C:1]([O:5][C:6]([N:8]1[CH2:17][CH2:16][C:15]2[N:14]=[CH:13][C:12]([C:18]#[C:19][C:31]3[N:30]=[N:29][C:28]([O:27][CH2:20][C:21]4[CH:22]=[CH:23][CH:24]=[CH:25][CH:26]=4)=[CH:33][CH:32]=3)=[CH:11][C:10]=2[CH2:9]1)=[O:7])([CH3:4])([CH3:3])[CH3:2]. (9) Given the reactants [CH:1]1([CH2:4][N:5]2[CH2:10][CH2:9][N:8]([C:11]3[CH:12]=[C:13]4[C:18](=[CH:19][CH:20]=3)[N:17]=[CH:16][N:15]([C:21]3[CH:22]=[C:23]([CH:27]=[CH:28][C:29]=3[CH3:30])[C:24](O)=[O:25])[C:14]4=[O:31])[CH2:7][CH2:6]2)[CH2:3][CH2:2]1.[NH2:32][C:33]1[CH:37]=[CH:36][O:35][N:34]=1, predict the reaction product. The product is: [CH:1]1([CH2:4][N:5]2[CH2:10][CH2:9][N:8]([C:11]3[CH:12]=[C:13]4[C:18](=[CH:19][CH:20]=3)[N:17]=[CH:16][N:15]([C:21]3[CH:22]=[C:23]([CH:27]=[CH:28][C:29]=3[CH3:30])[C:24]([NH:32][C:33]3[CH:37]=[CH:36][O:35][N:34]=3)=[O:25])[C:14]4=[O:31])[CH2:7][CH2:6]2)[CH2:2][CH2:3]1.